This data is from Full USPTO retrosynthesis dataset with 1.9M reactions from patents (1976-2016). The task is: Predict the reactants needed to synthesize the given product. (1) Given the product [C:1]([CH:21]([CH2:20][CH2:19][CH2:18][CH2:17][NH2:16])[C:22]([OH:24])=[O:23])(=[O:5])[C:2]([CH3:4])=[CH2:3], predict the reactants needed to synthesize it. The reactants are: [C:1](N[C@H](C(O)=O)CCC(O)=O)(=[O:5])[C:2]([CH3:4])=[CH2:3].[NH2:16][CH2:17][CH2:18][CH2:19][CH2:20][CH2:21][C:22]([OH:24])=[O:23].[OH-].[Na+].C(Cl)(=O)C(C)=C. (2) Given the product [F:1][C:2]1[CH:3]=[CH:4][C:5]([C:8](=[C:20]2[CH2:21][C:22]([CH3:29])([CH3:28])[CH2:23][C:24]([CH3:27])([CH3:26])[CH2:25]2)[C:9]2[CH:14]=[CH:13][C:12]([O:15][CH2:16][CH2:17][OH:18])=[CH:11][CH:10]=2)=[CH:6][CH:7]=1, predict the reactants needed to synthesize it. The reactants are: [F:1][C:2]1[CH:7]=[CH:6][C:5]([C:8](=[C:20]2[CH2:25][C:24]([CH3:27])([CH3:26])[CH2:23][C:22]([CH3:29])([CH3:28])[CH2:21]2)[C:9]2[CH:14]=[CH:13][C:12]([O:15][CH2:16][C:17]([O-])=[O:18])=[CH:11][CH:10]=2)=[CH:4][CH:3]=1.[H-].[H-].[H-].[H-].[Li+].[Al+3].Cl. (3) Given the product [Cl:16][C:17]1[CH:24]=[CH:23][C:20]([CH:21]([C:6]2[S:5][CH:4]=[N:3][CH:2]=2)[OH:22])=[C:19]([O:25][CH3:26])[CH:18]=1, predict the reactants needed to synthesize it. The reactants are: Br[C:2]1[N:3]=[C:4]([Si](C)(C)C)[S:5][CH:6]=1.[Li]CCCC.[Cl:16][C:17]1[CH:24]=[CH:23][C:20]([CH:21]=[O:22])=[C:19]([O:25][CH3:26])[CH:18]=1.Cl.C([O-])([O-])=O.[Na+].[Na+].